Dataset: Forward reaction prediction with 1.9M reactions from USPTO patents (1976-2016). Task: Predict the product of the given reaction. (1) Given the reactants [Br:1][C:2]1[CH:14]=[N:13][C:12]2[C:11]3[C:10]([F:15])=[CH:9][CH:8]=[C:7](S(C)(=O)=O)[C:6]=3[N:5]([CH:20]([CH:28]3[CH2:33][CH2:32][C:31]([F:35])([F:34])[CH2:30][CH2:29]3)[C:21]3[C:26]([F:27])=[CH:25][CH:24]=[CH:23][N:22]=3)[C:4]=2[CH:3]=1.BrC1C=NC2C3C(F)=C[C:43]([S:51](C)(=[O:53])=[O:52])=CC=3NC=2C=1, predict the reaction product. The product is: [Br:1][C:2]1[CH:14]=[N:13][C:12]2[C:11]3[C:10]([F:15])=[CH:9][C:8]([S:51]([CH3:43])(=[O:53])=[O:52])=[CH:7][C:6]=3[N:5]([CH:20]([CH:28]3[CH2:29][CH2:30][C:31]([F:34])([F:35])[CH2:32][CH2:33]3)[C:21]3[C:26]([F:27])=[CH:25][CH:24]=[CH:23][N:22]=3)[C:4]=2[CH:3]=1. (2) Given the reactants Cl[C:2]1[N:7]=[C:6]([C:8]2[C:9]([C:17]3[CH:18]=[C:19]([NH:23][C:24](=[O:33])[C:25]4[C:30]([F:31])=[CH:29][CH:28]=[CH:27][C:26]=4[F:32])[CH:20]=[CH:21][CH:22]=3)=[N:10][N:11]3[CH:16]=[CH:15][CH:14]=[CH:13][C:12]=23)[CH:5]=[CH:4][N:3]=1.[NH2:34][C:35]1[CH:36]=[C:37]([CH2:41][N:42]([CH2:49][CH2:50][N:51]([CH3:53])[CH3:52])C(=O)C(F)(F)F)[CH:38]=[CH:39][CH:40]=1, predict the reaction product. The product is: [CH3:52][N:51]([CH3:53])[CH2:50][CH2:49][NH:42][CH2:41][C:37]1[CH:36]=[C:35]([NH:34][C:2]2[N:7]=[C:6]([C:8]3[C:9]([C:17]4[CH:18]=[C:19]([NH:23][C:24](=[O:33])[C:25]5[C:30]([F:31])=[CH:29][CH:28]=[CH:27][C:26]=5[F:32])[CH:20]=[CH:21][CH:22]=4)=[N:10][N:11]4[CH:16]=[CH:15][CH:14]=[CH:13][C:12]=34)[CH:5]=[CH:4][N:3]=2)[CH:40]=[CH:39][CH:38]=1. (3) Given the reactants [CH2:1]([C:5]1[N:6]=[C:7]([CH3:27])[NH:8][C:9](=[O:26])[C:10]=1[CH2:11][C:12]1[CH:17]=[CH:16][C:15]([C:18]2[C:19]([C:24]#[N:25])=[CH:20][CH:21]=[CH:22][CH:23]=2)=[CH:14][CH:13]=1)[CH2:2][CH2:3][CH3:4].[C:28]1(B(O)O)[CH:33]=[CH:32][CH:31]=[CH:30][CH:29]=1.C(N(CC)CC)C.N1C=CC=CC=1, predict the reaction product. The product is: [CH2:1]([C:5]1[N:6]=[C:7]([CH3:27])[N:8]([C:28]2[CH:33]=[CH:32][CH:31]=[CH:30][CH:29]=2)[C:9](=[O:26])[C:10]=1[CH2:11][C:12]1[CH:17]=[CH:16][C:15]([C:18]2[C:19]([C:24]#[N:25])=[CH:20][CH:21]=[CH:22][CH:23]=2)=[CH:14][CH:13]=1)[CH2:2][CH2:3][CH3:4]. (4) The product is: [CH3:37][N:34]1[CH2:35][CH2:36][N:31]([C:27]2[N:26]3[CH:38]=[C:23]([CH2:22][N:11]([CH2:9][CH2:6][CH3:5])[C@@H:12]4[C:21]5[N:20]=[CH:19][CH:18]=[CH:17][C:16]=5[CH2:15][CH2:14][CH2:13]4)[N:24]=[C:25]3[CH:30]=[CH:29][CH:28]=2)[CH2:32][CH2:33]1. Given the reactants COC1C=C[C:6]([C@@H:9]([N:11]([CH2:22][C:23]2[N:24]=[C:25]3[CH:30]=[CH:29][CH:28]=[C:27]([N:31]4[CH2:36][CH2:35][N:34]([CH3:37])[CH2:33][CH2:32]4)[N:26]3[CH:38]=2)[C@@H:12]2[C:21]3[N:20]=[CH:19][CH:18]=[CH:17][C:16]=3[CH2:15][CH2:14][CH2:13]2)C)=[CH:5]C=1.C(=O)CC, predict the reaction product. (5) Given the reactants [Br:1][C:2]1[CH:3]=[C:4]([C:23](OC)=[O:24])[C:5]2[NH:6][C:7]3[CH:8]=[C:9]([C:15]([N:17]4[CH2:22][CH2:21][O:20][CH2:19][CH2:18]4)=[O:16])[CH:10]=[CH:11][C:12]=3[C:13]=2[N:14]=1.[NH3:27].CO, predict the reaction product. The product is: [Br:1][C:2]1[CH:3]=[C:4]([C:23]([NH2:27])=[O:24])[C:5]2[NH:6][C:7]3[CH:8]=[C:9]([C:15]([N:17]4[CH2:18][CH2:19][O:20][CH2:21][CH2:22]4)=[O:16])[CH:10]=[CH:11][C:12]=3[C:13]=2[N:14]=1. (6) Given the reactants [Cl-].O[NH3+:3].[C:4](=[O:7])([O-])[OH:5].[Na+].CS(C)=O.[CH3:13][C:14]1[O:18][C:17]([C@H:19]2[CH2:24][CH2:23][C@H:22]([N:25]3[C:30](=[O:31])[C:29]([CH2:32][C:33]4[CH:38]=[CH:37][C:36]([C:39]5[C:40]([C:45]#[N:46])=[CH:41][CH:42]=[CH:43][CH:44]=5)=[CH:35][CH:34]=4)=[C:28]([CH2:47][CH2:48][CH3:49])[N:27]4[N:50]=[CH:51][N:52]=[C:26]34)[CH2:21][CH2:20]2)=[N:16][N:15]=1, predict the reaction product. The product is: [CH3:13][C:14]1[O:18][C:17]([C@H:19]2[CH2:20][CH2:21][C@H:22]([N:25]3[C:30](=[O:31])[C:29]([CH2:32][C:33]4[CH:38]=[CH:37][C:36]([C:39]5[CH:44]=[CH:43][CH:42]=[CH:41][C:40]=5[C:45]5[NH:3][C:4](=[O:7])[O:5][N:46]=5)=[CH:35][CH:34]=4)=[C:28]([CH2:47][CH2:48][CH3:49])[N:27]4[N:50]=[CH:51][N:52]=[C:26]34)[CH2:23][CH2:24]2)=[N:16][N:15]=1.